This data is from Full USPTO retrosynthesis dataset with 1.9M reactions from patents (1976-2016). The task is: Predict the reactants needed to synthesize the given product. (1) The reactants are: [F:1][C:2]1[CH:7]=[C:6]([B:8]2[O:12][C:11]([CH3:14])([CH3:13])[C:10]([CH3:16])([CH3:15])[O:9]2)[CH:5]=[CH:4][C:3]=1CNC.[CH:20]([N:23](CC)C(C)C)(C)[CH3:21].Cl[C:30]([O:32][CH3:33])=[O:31]. Given the product [F:1][C:2]1[CH:7]=[C:6]([B:8]2[O:12][C:11]([CH3:14])([CH3:13])[C:10]([CH3:16])([CH3:15])[O:9]2)[CH:5]=[CH:4][C:3]=1[CH2:21][CH2:20][NH:23][C:30](=[O:31])[O:32][CH3:33], predict the reactants needed to synthesize it. (2) Given the product [Cl-:19].[Cl-:19].[C:10]1([Zr+2:23][C:17]2[C:13]3[NH:12][C:11]4[C:6](=[CH:7][CH:8]=[CH:9][CH:10]=4)[C:5]=3[CH:14]=[CH:15][CH:16]=2)[C:11]2[NH:12][C:13]3[C:5](=[CH:4][CH:3]=[CH:2][CH:1]=3)[C:6]=2[CH:7]=[CH:8][CH:9]=1, predict the reactants needed to synthesize it. The reactants are: [CH:1]1[C:13]2[NH:12][C:11]3[C:6](=[CH:7][CH:8]=[CH:9][CH:10]=3)[C:5]=2[CH:4]=[CH:3][CH:2]=1.[CH2:14]([Li])[CH2:15][CH2:16][CH3:17].[Cl-:19].[Cl-].[Cl-].[Cl-].[Zr+4:23].